From a dataset of Full USPTO retrosynthesis dataset with 1.9M reactions from patents (1976-2016). Predict the reactants needed to synthesize the given product. (1) Given the product [NH2:1][C:2]1[C:3]([C:36]2[CH:41]=[CH:40][CH:39]=[CH:38][N:37]=2)=[CH:4][C:5]([C:11]2[CH:16]=[N:15][C:14]([N:17]3[CH2:18][CH2:19][C:20]([CH2:28][CH3:29])([C:23]([O:25][CH2:26][CH3:27])=[O:24])[CH2:21][CH2:22]3)=[N:13][CH:12]=2)=[CH:6][C:7]=1[N+:8]([O-:10])=[O:9], predict the reactants needed to synthesize it. The reactants are: [NH2:1][C:2]1[C:7]([N+:8]([O-:10])=[O:9])=[CH:6][C:5]([C:11]2[CH:12]=[N:13][C:14]([N:17]3[CH2:22][CH2:21][C:20]([CH2:28][CH3:29])([C:23]([O:25][CH2:26][CH3:27])=[O:24])[CH2:19][CH2:18]3)=[N:15][CH:16]=2)=[CH:4][C:3]=1Br.C([Sn](CCCC)(CCCC)[C:36]1[CH:41]=[CH:40][CH:39]=[CH:38][N:37]=1)CCC. (2) Given the product [F:33][C:11]1[CH:12]=[C:13]2[C:18](=[C:9]([O:8][C@@H:7]3[CH2:6][CH2:5][NH:4][CH2:3][C@H:2]3[F:1])[CH:10]=1)[N:17]=[C:16]([C:19]1[N:23]3[CH:24]=[CH:25][C:26]([O:28][CH2:29][CH2:30][O:31][CH3:32])=[CH:27][C:22]3=[N:21][CH:20]=1)[CH:15]=[CH:14]2.[ClH:57], predict the reactants needed to synthesize it. The reactants are: [F:1][C@H:2]1[C@H:7]([O:8][C:9]2[CH:10]=[C:11]([F:33])[CH:12]=[C:13]3[C:18]=2[N:17]=[C:16]([C:19]2[N:23]4[CH:24]=[CH:25][C:26]([O:28][CH2:29][CH2:30][O:31][CH3:32])=[CH:27][C:22]4=[N:21][CH:20]=2)[CH:15]=[CH:14]3)[CH2:6][CH2:5][N:4](C(OCC2C=CC3C(=CC=CC=3)C=2)=O)[CH2:3]1.CCO.CCOC(C)=O.[ClH:57].